Dataset: Reaction yield outcomes from USPTO patents with 853,638 reactions. Task: Predict the reaction yield, written as a fraction of the theoretical maximum amount of product (1.0 means a 100% yield; for example, 0.34 means a 34% yield). (1) The catalyst is CO. The reactants are [F:1][C:2]1[CH:7]=[CH:6][C:5]([OH:8])=[C:4]([CH3:9])[CH:3]=1.[Na+].[I-:11].[OH-].[Na+].[O-]Cl.[Na+].S([O-])([O-])(=O)=S.[Na+].[Na+].Cl. The yield is 0.685. The product is [F:1][C:2]1[CH:3]=[C:4]([CH3:9])[C:5]([OH:8])=[C:6]([I:11])[CH:7]=1. (2) The reactants are CS(C)=O.C(Cl)(=O)C(Cl)=O.[CH3:11][C:12]1([CH3:22])[CH2:17][O:16][CH:15]([CH2:18][CH2:19][CH2:20][OH:21])[O:14][CH2:13]1.C(N(CC)CC)C. The catalyst is C(Cl)Cl. The yield is 0.610. The product is [CH3:11][C:12]1([CH3:22])[CH2:13][O:14][CH:15]([CH2:18][CH2:19][CH:20]=[O:21])[O:16][CH2:17]1. (3) The reactants are [C:1]([O:5][C:6]([N:8]1[CH2:13][CH2:12][CH:11]([NH2:14])[CH:10]([OH:15])[CH2:9]1)=[O:7])([CH3:4])([CH3:3])[CH3:2].[C:16](=N)([C:23]1[CH:28]=[CH:27][CH:26]=[CH:25][CH:24]=1)[C:17]1[CH:22]=[CH:21][CH:20]=[CH:19][CH:18]=1.C(N(CC)CC)C. The catalyst is C1(C)C=CC=CC=1. The product is [C:1]([O:5][C:6]([N:8]1[CH2:13][CH2:12][C@@H:11]([N:14]=[C:16]([C:17]2[CH:22]=[CH:21][CH:20]=[CH:19][CH:18]=2)[C:23]2[CH:28]=[CH:27][CH:26]=[CH:25][CH:24]=2)[C@H:10]([OH:15])[CH2:9]1)=[O:7])([CH3:4])([CH3:2])[CH3:3]. The yield is 0.860. (4) The reactants are [C:1]([O:7][CH2:8][N:9]1[C:13]2[N:14]=[N:15][CH:16]=[C:17]([C:18]3[CH:19]=[N:20][N:21]([C@@H:23]([C:27]4[CH:32]=[CH:31][CH:30]=[C:29]([OH:33])[CH:28]=4)[CH2:24][CH:25]=O)[CH:22]=3)[C:12]=2[CH:11]=[CH:10]1)(=[O:6])[C:2]([CH3:5])([CH3:4])[CH3:3].[OH-].[NH4+:35].II. The catalyst is C1COCC1. The product is [C:1]([O:7][CH2:8][N:9]1[C:13]2[N:14]=[N:15][CH:16]=[C:17]([C:18]3[CH:19]=[N:20][N:21]([C@@H:23]([C:27]4[CH:32]=[CH:31][CH:30]=[C:29]([OH:33])[CH:28]=4)[CH2:24][C:25]#[N:35])[CH:22]=3)[C:12]=2[CH:11]=[CH:10]1)(=[O:6])[C:2]([CH3:4])([CH3:5])[CH3:3]. The yield is 0.490. (5) The reactants are Br[C:2]1[C:3]([CH3:12])=[CH:4][C:5]2[O:9][C:8]([F:10])=[CH:7][C:6]=2[CH:11]=1.FC1(F)OC2C=C(C)C(C3N=C[C:26]([NH:29][C:30](=O)[C:31]4[CH:36]=[CH:35]C=CC=4F)=[N:27]C=3)=CC=2O1.[O-]P([O-])([O-])=O.[K+].[K+].[K+].CC(=O)OCC. The catalyst is C(#N)C.O1CCOCC1.O. The product is [F:10][C:8]1[O:9][C:5]2[CH:4]=[C:3]([CH3:12])[C:2]([C:31]3[CH:36]=[CH:35][C:26]([NH2:27])=[N:29][CH:30]=3)=[CH:11][C:6]=2[CH:7]=1. The yield is 0.568. (6) The reactants are [Cl:1][C:2]1[CH:7]=[CH:6][C:5]([C:8]2[S:16][C:15]3[C:14](=[O:17])[N:13]([C:18]4[CH:32]=[CH:31][C:21]([O:22][CH2:23][C:24]([O:26]C(C)(C)C)=[O:25])=[C:20]([O:33][CH3:34])[CH:19]=4)[CH:12]=[N:11][C:10]=3[CH:9]=2)=[CH:4][CH:3]=1.C(O)(C(F)(F)F)=O.C(Cl)Cl. No catalyst specified. The product is [Cl:1][C:2]1[CH:7]=[CH:6][C:5]([C:8]2[S:16][C:15]3[C:14](=[O:17])[N:13]([C:18]4[CH:32]=[CH:31][C:21]([O:22][CH2:23][C:24]([OH:26])=[O:25])=[C:20]([O:33][CH3:34])[CH:19]=4)[CH:12]=[N:11][C:10]=3[CH:9]=2)=[CH:4][CH:3]=1. The yield is 0.880. (7) The reactants are N(C(OC(C)C)=O)=NC(OC(C)C)=O.[Br:15][C:16]1[CH:17]=[C:18]([OH:22])[CH:19]=[CH:20][CH:21]=1.[CH3:23][N:24]([CH3:28])[CH2:25][CH2:26]O.C1(P(C2C=CC=CC=2)C2C=CC=CC=2)C=CC=CC=1. The catalyst is C1COCC1. The product is [Br:15][C:16]1[CH:17]=[C:18]([CH:19]=[CH:20][CH:21]=1)[O:22][CH2:26][CH2:25][N:24]([CH3:28])[CH3:23]. The yield is 0.630.